Task: Predict the reactants needed to synthesize the given product.. Dataset: Retrosynthesis with 50K atom-mapped reactions and 10 reaction types from USPTO (1) Given the product COc1ccnc(CSCCN)c1, predict the reactants needed to synthesize it. The reactants are: COc1ccnc(CCl)c1.NCCS. (2) Given the product Clc1ccc(-c2nc3c(c(NC4CCCC4)n2)CCC3)cc1, predict the reactants needed to synthesize it. The reactants are: Clc1ccc(-c2nc(Cl)c3c(n2)CCC3)cc1.NC1CCCC1.